From a dataset of Catalyst prediction with 721,799 reactions and 888 catalyst types from USPTO. Predict which catalyst facilitates the given reaction. (1) Reactant: [Br:1][C:2]1[CH:3]=[C:4]([C:10](=[O:15])[C:11]([F:14])([F:13])[F:12])[CH:5]=[C:6]([Br:9])[C:7]=1[F:8].[Cl:16][C:17]1[CH:18]=[C:19]([C:24](=[O:26])[CH3:25])[CH:20]=[CH:21][C:22]=1[CH3:23]. Product: [Cl:16][C:17]1[CH:18]=[C:19]([C:24](=[O:26])[CH2:25][C:10]([C:4]2[CH:3]=[C:2]([Br:1])[C:7]([F:8])=[C:6]([Br:9])[CH:5]=2)([OH:15])[C:11]([F:14])([F:12])[F:13])[CH:20]=[CH:21][C:22]=1[CH3:23]. The catalyst class is: 13. (2) Reactant: [NH2:1][C:2]1[N:7]=[C:6]([C:8]2[CH:16]=[C:15]3[C:11]([C:12]([NH:17]C(=O)C)=[N:13][NH:14]3)=[CH:10][CH:9]=2)[CH:5]=[C:4]([NH2:21])[N:3]=1.Cl. Product: [NH2:17][C:12]1[C:11]2[C:15](=[CH:16][C:8]([C:6]3[N:7]=[C:2]([NH2:1])[N:3]=[C:4]([NH2:21])[CH:5]=3)=[CH:9][CH:10]=2)[NH:14][N:13]=1. The catalyst class is: 5.